Predict the reaction yield, written as a fraction of the theoretical maximum amount of product (1.0 means a 100% yield; for example, 0.34 means a 34% yield). From a dataset of Reaction yield outcomes from USPTO patents with 853,638 reactions. (1) The reactants are CC1C=CC2NC(=O)[C@@H](NC(=O)OC(C)(C)C)COC=2C=1.CCN=C=NCCCN(C)C.[NH2:33][C:34]1[CH:54]=[CH:53][C:52]([CH3:55])=[CH:51][C:35]=1[O:36][C@@H:37]([CH3:50])[C@H:38]([NH:42][C:43]([O:45][C:46]([CH3:49])([CH3:48])[CH3:47])=[O:44])[C:39](O)=[O:40]. No catalyst specified. The product is [CH3:50][C@@H:37]1[O:36][C:35]2[CH:51]=[C:52]([CH3:55])[CH:53]=[CH:54][C:34]=2[NH:33][C:39](=[O:40])[C@H:38]1[NH:42][C:43](=[O:44])[O:45][C:46]([CH3:49])([CH3:48])[CH3:47]. The yield is 0.555. (2) The reactants are [F:1][C:2]1[CH:7]=[CH:6][CH:5]=[CH:4][C:3]=1[CH2:8][CH2:9][CH2:10][C:11]([OH:13])=O.C(Cl)(=O)C(Cl)=O.[Cl-].[Al+3].[Cl-].[Cl-]. The catalyst is C(Cl)Cl.CN(C=O)C. The product is [F:1][C:2]1[CH:7]=[CH:6][CH:5]=[C:4]2[C:3]=1[CH2:8][CH2:9][CH2:10][C:11]2=[O:13]. The yield is 0.530. (3) The reactants are [O:1]1[C:5]2[CH:6]=[CH:7][C:8]([C:10]3([C:13]([NH:15][C:16]4[N:21]=[C:20]([C:22]5[C:23]([O:28]C)=[N:24][CH:25]=[CH:26][CH:27]=5)[C:19]([CH3:30])=[C:18]([CH3:31])[CH:17]=4)=[O:14])[CH2:12][CH2:11]3)=[CH:9][C:4]=2[CH2:3][CH2:2]1.[Si](I)(C)(C)C.CO.C(OCC)(=O)C. The catalyst is CC#N. The product is [O:1]1[C:5]2[CH:6]=[CH:7][C:8]([C:10]3([C:13]([NH:15][C:16]4[CH:17]=[C:18]([CH3:31])[C:19]([CH3:30])=[C:20]([C:22]5[C:23](=[O:28])[NH:24][CH:25]=[CH:26][CH:27]=5)[N:21]=4)=[O:14])[CH2:12][CH2:11]3)=[CH:9][C:4]=2[CH2:3][CH2:2]1. The yield is 0.810. (4) The reactants are [S:1]1[CH:5]=[CH:4][C:3]2[CH:6]=[C:7]([C:10]3[CH:15]=[CH:14][C:13]([OH:16])=[CH:12][CH:11]=3)[CH:8]=[CH:9][C:2]1=2.CS(O[CH2:22][CH:23]1[CH2:28][CH2:27][N:26]([C:29]([O:31][C:32]([CH3:35])([CH3:34])[CH3:33])=[O:30])[CH2:25][CH2:24]1)(=O)=O.C(#N)C. The yield is 0.740. The catalyst is O. The product is [S:1]1[CH:5]=[CH:4][C:3]2[CH:6]=[C:7]([C:10]3[CH:11]=[CH:12][C:13]([O:16][CH2:22][CH:23]4[CH2:28][CH2:27][N:26]([C:29]([O:31][C:32]([CH3:33])([CH3:35])[CH3:34])=[O:30])[CH2:25][CH2:24]4)=[CH:14][CH:15]=3)[CH:8]=[CH:9][C:2]1=2. (5) The reactants are [N:1]1[C:10]2[C:5](=[N:6][CH:7]=[CH:8][CH:9]=2)[CH:4]=[CH:3][C:2]=1[NH2:11].[C:12]1([CH3:25])[CH:17]=[C:16]([CH3:18])[CH:15]=[C:14]([CH3:19])[C:13]=1[S:20]([O:23][NH2:24])(=[O:22])=[O:21]. The catalyst is C(Cl)Cl. The product is [NH2:24][N:1]1[C:10]2[C:5](=[N:6][CH:7]=[CH:8][CH:9]=2)[CH:4]=[CH:3][C:2]1=[NH2+:11].[CH3:19][C:14]1[CH:15]=[C:16]([CH3:18])[CH:17]=[C:12]([CH3:25])[C:13]=1[S:20]([O-:23])(=[O:22])=[O:21]. The yield is 0.850.